Task: Predict the reactants needed to synthesize the given product.. Dataset: Full USPTO retrosynthesis dataset with 1.9M reactions from patents (1976-2016) Given the product [NH2:62][C:58]1[S:59][C:60]([Cl:61])=[C:56]([C:34](=[N:35][OH:36])[C:33]([NH:32][C@@H:20]2[C:19](=[O:64])[N:18]3[CH:21]2[S:22][CH2:23][C:24]([S:25][C:26]2[S:30][N:29]=[N:28][C:27]=2[CH3:31])=[C:17]3[C:15]([OH:16])=[O:14])=[O:63])[N:57]=1, predict the reactants needed to synthesize it. The reactants are: C([O:14][C:15]([C:17]1[N:18]2[CH:21]([S:22][CH2:23][C:24]=1[S:25][C:26]1[S:30][N:29]=[N:28][C:27]=1[CH3:31])[C@H:20]([NH:32][C:33](=[O:63])[C:34]([C:56]1[N:57]=[C:58]([NH2:62])[S:59][C:60]=1[Cl:61])=[N:35][O:36]C(C1C=CC=CC=1)(C1C=CC=CC=1)C1C=CC=CC=1)[C:19]2=[O:64])=[O:16])(C1C=CC=CC=1)C1C=CC=CC=1.C([SiH](CC)CC)C.FC(F)(F)C(O)=O.